From a dataset of Full USPTO retrosynthesis dataset with 1.9M reactions from patents (1976-2016). Predict the reactants needed to synthesize the given product. Given the product [Br:18][C:19]1[CH:24]=[C:23]([CH3:25])[N:22]=[C:21]([CH2:26][NH:27][C:14]([C@@H:9]2[CH2:10][C@@H:11]([F:13])[CH2:12][N:8]2[C:6]([O:5][C:1]([CH3:2])([CH3:3])[CH3:4])=[O:7])=[O:16])[CH:20]=1, predict the reactants needed to synthesize it. The reactants are: [C:1]([O:5][C:6]([N:8]1[CH2:12][C@H:11]([F:13])[CH2:10][C@H:9]1[C:14]([OH:16])=O)=[O:7])([CH3:4])([CH3:3])[CH3:2].Cl.[Br:18][C:19]1[CH:24]=[C:23]([CH3:25])[N:22]=[C:21]([CH2:26][NH2:27])[CH:20]=1.C(N(CC)C(C)C)(C)C.CN(C(ON1N=NC2C=CC=NC1=2)=[N+](C)C)C.F[P-](F)(F)(F)(F)F.